From a dataset of hERG channel blocking data for cardiac toxicity assessment. Regression/Classification. Given a drug SMILES string, predict its toxicity properties. Task type varies by dataset: regression for continuous values (e.g., LD50, hERG inhibition percentage) or binary classification for toxic/non-toxic outcomes (e.g., AMES mutagenicity, cardiotoxicity, hepatotoxicity). Dataset: herg. (1) The result is 0 (non-blocker). The compound is COc1ccc2c3c1O[C@H]1[C@@H](O)C=C[C@H]4[C@@H](C2)[NH+](C)CC[C@]314. (2) The compound is Cc1nc2n(c(=O)c1CCN1CCC(c3noc4cc(F)ccc34)CC1)CCC[C@@H]2O. The result is 1 (blocker). (3) The drug is O=C([O-])c1ccc(-n2cc(C3CC[NH+](CCN4CCNC4=O)CC3)c3cc(Cl)ccc32)cc1. The result is 0 (non-blocker). (4) The molecule is CCCCCCC[NH+](CC)CCC[C@@H](O)c1ccc(NS(C)(=O)=O)cc1. The result is 1 (blocker). (5) The compound is CSc1ccc2c(c1)N(CC[C@H]1CCCC[NH+]1C)c1ccccc1S2. The result is 1 (blocker). (6) The molecule is COc1ccc(CCNCCCNC(=O)c2ccc([N+](=O)[O-])cc2)cc1OC. The result is 1 (blocker). (7) The molecule is COc1c(N2CC[NH2+][C@H](C)C2)c(F)cc2c1[N+](C1CC1)=C[C@@H](C(=O)[O-])C2=O. The result is 0 (non-blocker).